From a dataset of Reaction yield outcomes from USPTO patents with 853,638 reactions. Predict the reaction yield, written as a fraction of the theoretical maximum amount of product (1.0 means a 100% yield; for example, 0.34 means a 34% yield). (1) The reactants are C[N:2]([CH:4]=[N:5][C:6]([C:8]1([C:14]2[CH:19]=[CH:18][C:17]([O:20][CH2:21][CH2:22][CH2:23][N:24]3[CH2:28][CH2:27][CH2:26][CH2:25]3)=[CH:16][CH:15]=2)[CH2:13][CH2:12][O:11][CH2:10][CH2:9]1)=O)C.O.[NH2:30]N. The catalyst is C(O)(=O)C. The product is [N:24]1([CH2:23][CH2:22][CH2:21][O:20][C:17]2[CH:18]=[CH:19][C:14]([C:8]3([C:6]4[N:5]=[CH:4][NH:2][N:30]=4)[CH2:13][CH2:12][O:11][CH2:10][CH2:9]3)=[CH:15][CH:16]=2)[CH2:25][CH2:26][CH2:27][CH2:28]1. The yield is 0.240. (2) The reactants are [CH:1]1[C:10]2[C:5](=[CH:6][CH:7]=[CH:8][CH:9]=2)[CH:4]=[CH:3][C:2]=1[C:11]([OH:13])=O.[CH2:26]1[CH2:27][CH2:28][CH:23]([N:22]=C=[N:22][CH:23]2[CH2:28][CH2:27][CH2:26][CH2:25][CH2:24]2)[CH2:24][CH2:25]1.[CH3:29][N:30]([CH:32]=[O:33])C. No catalyst specified. The product is [CH3:24][C:25]1[C:26]([O:33][C:32]2[N:30]=[CH:29][C:23]([NH:22][C:11]([C:2]3[CH:3]=[CH:4][C:5]4[C:10](=[CH:9][CH:8]=[CH:7][CH:6]=4)[CH:1]=3)=[O:13])=[CH:24][CH:25]=2)=[CH:27][CH:28]=[CH:23][N:22]=1. The yield is 0.100. (3) The reactants are [F:1][C:2]1[CH:7]=[CH:6][CH:5]=[C:4]([F:8])[C:3]=1[C:9]1[O:10][C:11]([NH:17][C:18]2[CH:23]=[CH:22][CH:21]=[CH:20][CH:19]=2)=[C:12]([C:14](O)=[O:15])[N:13]=1.O.OC1C2N=N[NH:31]C=2C=CC=1.CN(C)CCCN=C=NCC.N.O1CCOCC1. The catalyst is C(Cl)Cl. The product is [F:8][C:4]1[CH:5]=[CH:6][CH:7]=[C:2]([F:1])[C:3]=1[C:9]1[O:10][C:11]([NH:17][C:18]2[CH:23]=[CH:22][CH:21]=[CH:20][CH:19]=2)=[C:12]([C:14]([NH2:31])=[O:15])[N:13]=1. The yield is 0.200. (4) The reactants are [CH2:1]([C@@:5]1([CH2:40][CH3:41])[N:11]([OH:12])[C@H:10]([C:13]2[CH:18]=[CH:17][CH:16]=[CH:15][CH:14]=2)[C:9]2[CH:19]=[C:20]([O:36][CH3:37])[C:21]([CH2:23][NH:24][CH:25]([CH2:31][C:32]([O:34]C)=[O:33])[CH2:26][C:27]([O:29]C)=[O:28])=[CH:22][C:8]=2[S:7](=[O:39])(=[O:38])[CH2:6]1)[CH2:2][CH2:3][CH3:4].[Li+].[OH-]. The catalyst is C1COCC1. The product is [CH2:1]([C@@:5]1([CH2:40][CH3:41])[N:11]([OH:12])[C@H:10]([C:13]2[CH:18]=[CH:17][CH:16]=[CH:15][CH:14]=2)[C:9]2[CH:19]=[C:20]([O:36][CH3:37])[C:21]([CH2:23][NH:24][CH:25]([CH2:31][C:32]([OH:34])=[O:33])[CH2:26][C:27]([OH:29])=[O:28])=[CH:22][C:8]=2[S:7](=[O:38])(=[O:39])[CH2:6]1)[CH2:2][CH2:3][CH3:4]. The yield is 0.940. (5) The reactants are [Cl:1][C:2]1[C:7]([CH2:8][C:9](OC)=[O:10])=[C:6]([NH:13][CH2:14][C:15]2[CH:20]=[CH:19][C:18]([O:21][CH3:22])=[CH:17][CH:16]=2)[N:5]=[CH:4][N:3]=1.Cl.O. No catalyst specified. The product is [Cl:1][C:2]1[C:7]2[CH2:8][C:9](=[O:10])[N:13]([CH2:14][C:15]3[CH:20]=[CH:19][C:18]([O:21][CH3:22])=[CH:17][CH:16]=3)[C:6]=2[N:5]=[CH:4][N:3]=1. The yield is 0.764. (6) The reactants are [F:1][C:2]1[CH:18]=[C:17]([N+:19]([O-])=O)[CH:16]=[CH:15][C:3]=1[O:4][C:5]1[CH:10]=[CH:9][N:8]=[C:7]2[NH:11][C:12]([CH3:14])=[CH:13][C:6]=12.[Cl-].[NH4+]. The catalyst is C1COCC1.CO.[Zn]. The product is [F:1][C:2]1[CH:18]=[C:17]([NH2:19])[CH:16]=[CH:15][C:3]=1[O:4][C:5]1[CH:10]=[CH:9][N:8]=[C:7]2[NH:11][C:12]([CH3:14])=[CH:13][C:6]=12. The yield is 0.900. (7) The reactants are [NH2:1][C@H:2]([CH2:21][C:22]1[CH:27]=[CH:26][C:25]([Cl:28])=[CH:24][CH:23]=1)[C:3]([N:5]1[CH2:10][CH2:9][C:8]([CH2:17][N:18]=[N+]=[N-])([CH:11]2[CH2:16][CH2:15][CH2:14][CH2:13][CH2:12]2)[CH2:7][CH2:6]1)=[O:4].N1C=CC=CC=1. The catalyst is CO.[Pd]. The product is [NH2:1][C@H:2]([CH2:21][C:22]1[CH:27]=[CH:26][C:25]([Cl:28])=[CH:24][CH:23]=1)[C:3]([N:5]1[CH2:10][CH2:9][C:8]([CH2:17][NH2:18])([CH:11]2[CH2:12][CH2:13][CH2:14][CH2:15][CH2:16]2)[CH2:7][CH2:6]1)=[O:4]. The yield is 0.960.